Dataset: Forward reaction prediction with 1.9M reactions from USPTO patents (1976-2016). Task: Predict the product of the given reaction. (1) Given the reactants [CH3:1][C:2]1[C:3]([NH:8][C@@H:9]2[CH2:14][CH2:13][CH2:12][N:11]([C:15]([O:17][C:18]([CH3:21])([CH3:20])[CH3:19])=[O:16])[CH2:10]2)=[N:4][CH:5]=[CH:6][CH:7]=1.C[Mg]Cl.C1COCC1.[Br:30][C:31]1[CH:32]=[CH:33][C:34]([C:37](OC)=[O:38])=[N:35][CH:36]=1, predict the reaction product. The product is: [Br:30][C:31]1[CH:32]=[CH:33][C:34]([C:37]([N:8]([C:3]2[C:2]([CH3:1])=[CH:7][CH:6]=[CH:5][N:4]=2)[C@@H:9]2[CH2:14][CH2:13][CH2:12][N:11]([C:15]([O:17][C:18]([CH3:21])([CH3:20])[CH3:19])=[O:16])[CH2:10]2)=[O:38])=[N:35][CH:36]=1. (2) The product is: [CH3:9][C@@H:8]1[CH2:7][CH2:6][CH2:5][N:4]([C:10]([C:12]2[CH:17]=[C:16]([CH3:18])[CH:15]=[CH:14][C:13]=2[C:19]2[N:23]([CH3:24])[N:22]=[CH:21][CH:20]=2)=[O:11])[C@@H:3]1[CH2:2][NH:1][C:26]1[CH:31]=[CH:30][C:29]([CH3:32])=[CH:28][N:27]=1. Given the reactants [NH2:1][CH2:2][C@@H:3]1[C@H:8]([CH3:9])[CH2:7][CH2:6][CH2:5][N:4]1[C:10]([C:12]1[CH:17]=[C:16]([CH3:18])[CH:15]=[CH:14][C:13]=1[C:19]1[N:23]([CH3:24])[N:22]=[CH:21][CH:20]=1)=[O:11].Br[C:26]1[CH:31]=[CH:30][C:29]([CH3:32])=[CH:28][N:27]=1, predict the reaction product. (3) Given the reactants C(O[C:4]([C:6]1[C:7]2[N:8]=[CH:9][CH:10]=[N:11][C:12]=2[C:13]([C:16]2[C:21]([F:22])=[C:20]([O:23][CH3:24])[CH:19]=[C:18]([O:25][CH3:26])[C:17]=2[F:27])=[CH:14][CH:15]=1)=[O:5])C.[N+:28]([C:31]1[NH:32][CH:33]=[C:34]([CH2:36][N:37]2[CH2:42][CH2:41][O:40][CH2:39][CH2:38]2)[N:35]=1)([O-])=O.CO.C1COCC1.CO, predict the reaction product. The product is: [N:37]1([CH2:36][C:34]2[N:35]=[C:31]([NH:28][C:4]([C:6]3[C:7]4[N:8]=[CH:9][CH:10]=[N:11][C:12]=4[C:13]([C:16]4[C:17]([F:27])=[C:18]([O:25][CH3:26])[CH:19]=[C:20]([O:23][CH3:24])[C:21]=4[F:22])=[CH:14][CH:15]=3)=[O:5])[NH:32][CH:33]=2)[CH2:42][CH2:41][O:40][CH2:39][CH2:38]1. (4) Given the reactants [CH3:1][C@@:2]12[C:18]([C:19]#[N:20])=[CH:17][CH2:16][C@@H:15]1[CH2:14][C@@H:13]1[C@H:4]([CH2:5][CH2:6][C@H:7]3[C@@:12]1([CH3:21])[CH2:11][CH2:10][C@H:9]([OH:22])[CH2:8]3)[CH2:3]2, predict the reaction product. The product is: [CH3:1][C@@:2]12[C@@H:18]([C:19]#[N:20])[CH2:17][CH2:16][C@H:15]1[CH2:14][C@@H:13]1[C@H:4]([CH2:5][CH2:6][C@H:7]3[C@@:12]1([CH3:21])[CH2:11][CH2:10][C@H:9]([OH:22])[CH2:8]3)[CH2:3]2.